This data is from Catalyst prediction with 721,799 reactions and 888 catalyst types from USPTO. The task is: Predict which catalyst facilitates the given reaction. (1) The catalyst class is: 3. Reactant: [CH2:1]([C:8]1[N:13]=[C:12](Cl)[CH:11]=[C:10]([Cl:15])[N:9]=1)[C:2]1[CH:7]=[CH:6][CH:5]=[CH:4][CH:3]=1.Cl.[CH3:17][O:18][C:19](=[O:23])[CH2:20][CH2:21][NH2:22].C(N(CC)CC)C. Product: [CH3:17][O:18][C:19](=[O:23])[CH2:20][CH2:21][NH:22][C:12]1[CH:11]=[C:10]([Cl:15])[N:9]=[C:8]([CH2:1][C:2]2[CH:3]=[CH:4][CH:5]=[CH:6][CH:7]=2)[N:13]=1. (2) The catalyst class is: 66. Reactant: [CH2:1]([CH:3]([N:6]1[C:10]2=[N:11][C:12](C)=[C:13]([O:15][S:16]([C:19]([F:22])([F:21])[F:20])(=[O:18])=[O:17])[N:14]=[C:9]2[C:8]([CH3:24])=[N:7]1)[CH2:4][CH3:5])[CH3:2].[CH2:25]([CH:27]([N:30]1[C:34]2=[N:35][C:36]([NH:40][CH3:41])=[C:37]([OH:39])[N:38]=[C:33]2[C:32]([CH3:42])=[N:31]1)[CH2:28][CH3:29])[CH3:26].[S:43](O[S:43]([C:46]([F:49])([F:48])[F:47])(=[O:45])=[O:44])([C:46]([F:49])([F:48])[F:47])(=[O:45])=[O:44]. Product: [CH2:1]([CH:3]([N:6]1[C:10]2=[N:11][C:12]([NH:30][CH3:27])=[C:13]([O:15][S:16]([C:19]([F:20])([F:21])[F:22])(=[O:17])=[O:18])[N:14]=[C:9]2[C:8]([CH3:24])=[N:7]1)[CH2:4][CH3:5])[CH3:2].[CH2:25]([CH:27]([N:30]1[C:34]2=[N:35][C:36]([N:40]([CH3:41])[S:43]([C:46]([F:49])([F:48])[F:47])(=[O:45])=[O:44])=[C:37]([O:39][S:16]([C:19]([F:22])([F:21])[F:20])(=[O:18])=[O:17])[N:38]=[C:33]2[C:32]([CH3:42])=[N:31]1)[CH2:28][CH3:29])[CH3:26]. (3) The catalyst class is: 6. Reactant: CN(C)C=O.Cl[CH2:7][CH2:8][O:9][C:10]1[CH:19]=[C:18]2[C:13]([C:14]([O:20][C:21]3[C:22]([CH3:31])=[N:23][C:24]4[C:29]([CH:30]=3)=[CH:28][CH:27]=[CH:26][CH:25]=4)=[CH:15][CH:16]=[N:17]2)=[CH:12][C:11]=1[O:32][CH3:33].C(=O)([O-])[O-].[K+].[K+].[NH:40]1[CH:44]=[CH:43][N:42]=[CH:41]1. Product: [N:40]1([CH2:7][CH2:8][O:9][C:10]2[CH:19]=[C:18]3[C:13]([C:14]([O:20][C:21]4[C:22]([CH3:31])=[N:23][C:24]5[C:29]([CH:30]=4)=[CH:28][CH:27]=[CH:26][CH:25]=5)=[CH:15][CH:16]=[N:17]3)=[CH:12][C:11]=2[O:32][CH3:33])[CH:44]=[CH:43][N:42]=[CH:41]1. (4) Reactant: [CH3:1][N:2]1[C:10]2[C:5](=[CH:6][CH:7]=[CH:8][C:9]=2[C:11]([O:13]C)=[O:12])[CH:4]=[N:3]1.[OH-].[Na+]. The catalyst class is: 12. Product: [CH3:1][N:2]1[C:10]2[C:5](=[CH:6][CH:7]=[CH:8][C:9]=2[C:11]([OH:13])=[O:12])[CH:4]=[N:3]1. (5) Reactant: Br[C:2]1[CH:9]=[C:8]([F:10])[CH:7]=[CH:6][C:3]=1[C:4]#[N:5].[Br:11][C:12]1[CH:13]=[C:14]([CH:18]=[CH:19][CH:20]=1)[C:15](Cl)=[O:16]. Product: [Br:11][C:12]1[CH:13]=[C:14]([CH:18]=[CH:19][CH:20]=1)[C:15]([C:2]1[CH:9]=[C:8]([F:10])[CH:7]=[CH:6][C:3]=1[C:4]#[N:5])=[O:16]. The catalyst class is: 772. (6) Reactant: [CH:1]([N:4]1[CH2:9][CH2:8][CH:7]([NH:10][C:11]([C:13]2[N:17]([CH2:18][C:19](=[O:28])[NH:20][C:21]3[CH:26]=[CH:25][C:24]([Cl:27])=[CH:23][N:22]=3)[C:16]3[CH:29]=[CH:30][CH:31]=[C:32]([O:33][CH2:34][CH2:35][O:36][Si](C(C)(C)C)(C)C)[C:15]=3[N:14]=2)=[O:12])[CH2:6][CH2:5]1)([CH3:3])[CH3:2].CCCC[N+](CCCC)(CCCC)CCCC.[F-]. The catalyst class is: 559. Product: [CH:1]([N:4]1[CH2:5][CH2:6][CH:7]([NH:10][C:11]([C:13]2[N:17]([CH2:18][C:19](=[O:28])[NH:20][C:21]3[CH:26]=[CH:25][C:24]([Cl:27])=[CH:23][N:22]=3)[C:16]3[CH:29]=[CH:30][CH:31]=[C:32]([O:33][CH2:34][CH2:35][OH:36])[C:15]=3[N:14]=2)=[O:12])[CH2:8][CH2:9]1)([CH3:3])[CH3:2].